This data is from Full USPTO retrosynthesis dataset with 1.9M reactions from patents (1976-2016). The task is: Predict the reactants needed to synthesize the given product. (1) Given the product [CH2:41]([NH:44][C:38]([C:35]1[CH:36]=[CH:37][N:33]([S:30]([C:28]2[CH:27]=[CH:26][C:17]3[N:18]([CH2:19][CH:20]4[CH2:25][CH2:24][O:23][CH2:22][CH2:21]4)[C:14]([C:10]([CH3:12])([CH3:11])[CH3:13])=[N:15][C:16]=3[CH:29]=2)(=[O:32])=[O:31])[CH:34]=1)=[O:39])[CH:42]=[CH2:43], predict the reactants needed to synthesize it. The reactants are: CCN(C(C)C)C(C)C.[C:10]([C:14]1[N:18]([CH2:19][CH:20]2[CH2:25][CH2:24][O:23][CH2:22][CH2:21]2)[C:17]2[CH:26]=[CH:27][C:28]([S:30]([N:33]3[CH:37]=[CH:36][C:35]([C:38](O)=[O:39])=[CH:34]3)(=[O:32])=[O:31])=[CH:29][C:16]=2[N:15]=1)([CH3:13])([CH3:12])[CH3:11].[CH2:41]([NH2:44])[CH:42]=[CH2:43].CN(C(ON1N=NC2C=CC=NC1=2)=[N+](C)C)C.F[P-](F)(F)(F)(F)F. (2) Given the product [CH3:5][CH:6]1[CH2:10][CH2:9][CH2:8][N:7]1[C@@H:11]1[CH2:12][C@H:13]([OH:15])[CH2:14]1, predict the reactants needed to synthesize it. The reactants are: [OH-].[Na+].[BH4-].[Na+].[CH3:5][CH:6]1[CH2:10][CH2:9][CH2:8][N:7]1[C:11]1[CH2:14][C:13](=[O:15])[CH:12]=1.